Task: Predict the reaction yield, written as a fraction of the theoretical maximum amount of product (1.0 means a 100% yield; for example, 0.34 means a 34% yield).. Dataset: Reaction yield outcomes from USPTO patents with 853,638 reactions The reactants are [CH2:1]([NH:8][C:9](=[O:26])[CH2:10][C:11]1[CH:16]=[CH:15][C:14]([SiH:17]([C:22]([CH3:25])([CH3:24])[CH3:23])[C:18]([CH3:21])([CH3:20])[CH3:19])=[CH:13][CH:12]=1)[C:2]1[CH:7]=[CH:6][CH:5]=[CH:4][CH:3]=1.C(O)(=O)C.[F-:31].[K+]. The catalyst is C1COCC1. The product is [CH2:1]([NH:8][C:9](=[O:26])[CH2:10][C:11]1[CH:12]=[CH:13][C:14]([Si:17]([C:22]([CH3:25])([CH3:24])[CH3:23])([C:18]([CH3:20])([CH3:19])[CH3:21])[F:31])=[CH:15][CH:16]=1)[C:2]1[CH:3]=[CH:4][CH:5]=[CH:6][CH:7]=1. The yield is 0.980.